Dataset: Full USPTO retrosynthesis dataset with 1.9M reactions from patents (1976-2016). Task: Predict the reactants needed to synthesize the given product. Given the product [NH2:2][C@:3]1([C:13]([O:15][CH3:16])=[O:14])[CH2:5][C@@H:4]1[C:6]1[CH:11]=[CH:10][CH:9]=[CH:8][CH:7]=1, predict the reactants needed to synthesize it. The reactants are: Cl.[NH2:2][C@:3]1([C:13]([O:15][CH3:16])=[O:14])[CH2:5][C@@H:4]1[C:6]1[CH:11]=[CH:10][C:9](Br)=[CH:8][CH:7]=1.[H][H].